From a dataset of Forward reaction prediction with 1.9M reactions from USPTO patents (1976-2016). Predict the product of the given reaction. (1) Given the reactants [CH2:1]([O:5][C:6]([C:8]1[N:9]=[C:10](Br)[C:11]2[C:16]([C:17]=1[OH:18])=[CH:15][CH:14]=[C:13]([O:19][C:20]1[CH:25]=[CH:24][CH:23]=[CH:22][CH:21]=1)[CH:12]=2)=[O:7])[CH2:2][CH2:3][CH3:4].[C:27]([Cu])#[N:28].CN(C)C=O, predict the reaction product. The product is: [CH2:1]([O:5][C:6]([C:8]1[N:9]=[C:10]([C:27]#[N:28])[C:11]2[C:16]([C:17]=1[OH:18])=[CH:15][CH:14]=[C:13]([O:19][C:20]1[CH:25]=[CH:24][CH:23]=[CH:22][CH:21]=1)[CH:12]=2)=[O:7])[CH2:2][CH2:3][CH3:4]. (2) Given the reactants [OH:1][N:2]=[C:3](Cl)[C:4]1[CH:9]=[CH:8][CH:7]=[C:6]([CH3:10])[N:5]=1.Br/[C:13](=[CH:19]\[C:20]([F:23])([F:22])[F:21])/[C:14]([O:16]CC)=[O:15].IF.[Cl-].[In+3].[Cl-].[Cl-].C(=O)([O-])O.[K+].[Li+].[OH-].Cl, predict the reaction product. The product is: [CH3:10][C:6]1[N:5]=[C:4]([C:3]2[C:19]([C:20]([F:23])([F:22])[F:21])=[C:13]([C:14]([OH:16])=[O:15])[O:1][N:2]=2)[CH:9]=[CH:8][CH:7]=1. (3) The product is: [Br:8][C:5]1[N:6]=[CH:7][C:2]2[N:1]=[CH:23][N:9]([CH:10]3[CH2:15][CH2:14][CH2:13][N:12]([C:16]([O:18][C:19]([CH3:22])([CH3:21])[CH3:20])=[O:17])[CH2:11]3)[C:3]=2[CH:4]=1. Given the reactants [NH2:1][C:2]1[C:3]([NH:9][CH:10]2[CH2:15][CH2:14][CH2:13][N:12]([C:16]([O:18][C:19]([CH3:22])([CH3:21])[CH3:20])=[O:17])[CH2:11]2)=[CH:4][C:5]([Br:8])=[N:6][CH:7]=1.[CH:23](OCC)(OCC)OCC, predict the reaction product. (4) Given the reactants CCN(C(C)C)C(C)C.[NH:10]1[CH2:15][CH2:14][O:13][CH2:12][CH2:11]1.Cl[C:17]1[N:22]=[CH:21][C:20]([N+:23]([O-:25])=[O:24])=[CH:19][N:18]=1, predict the reaction product. The product is: [N+:23]([C:20]1[CH:19]=[N:18][C:17]([N:10]2[CH2:15][CH2:14][O:13][CH2:12][CH2:11]2)=[N:22][CH:21]=1)([O-:25])=[O:24].